Dataset: Forward reaction prediction with 1.9M reactions from USPTO patents (1976-2016). Task: Predict the product of the given reaction. (1) Given the reactants Cl.NO.[NH2:4][C:5]1[C:6]2[S:13][C:12]3[N:14]=[C:15]([N:21]4[CH2:26][CH2:25][C:24](=O)[CH2:23][CH2:22]4)[CH:16]=[C:17]([CH2:18][CH2:19][CH3:20])[C:11]=3[C:7]=2[N:8]=[CH:9][N:10]=1.[C:28]([BH3-])#[N:29].[C:31]([OH:34])(=O)[CH3:32].C[N:36]([CH:38]=[O:39])C, predict the reaction product. The product is: [NH2:4][C:5]1[C:6]2[S:13][C:12]3[N:14]=[C:15]([N:21]4[CH2:26][CH2:25][CH:24]([NH:29][CH2:28][CH:31]([C:32]5[CH:12]=[CH:11][C:7]([C:38]([NH2:36])=[O:39])=[CH:6][CH:5]=5)[OH:34])[CH2:23][CH2:22]4)[CH:16]=[C:17]([CH2:18][CH2:19][CH3:20])[C:11]=3[C:7]=2[N:8]=[CH:9][N:10]=1. (2) Given the reactants [C:1]([C:3]1[CH:27]=[CH:26][C:6]([CH2:7][NH:8][C:9](=[O:25])[C:10]2[CH:15]=[C:14]([F:16])[CH:13]=[N:12][C:11]=2[O:17][C:18]2[CH:23]=[CH:22][C:21]([F:24])=[CH:20][CH:19]=2)=[CH:5][CH:4]=1)#[N:2].[N-:28]=[N+:29]=[N-:30].[Na+].Cl.C(N(CC)CC)C, predict the reaction product. The product is: [F:16][C:14]1[CH:13]=[N:12][C:11]([O:17][C:18]2[CH:23]=[CH:22][C:21]([F:24])=[CH:20][CH:19]=2)=[C:10]([CH:15]=1)[C:9]([NH:8][CH2:7][C:6]1[CH:5]=[CH:4][C:3]([C:1]2[N:28]=[N:29][NH:30][N:2]=2)=[CH:27][CH:26]=1)=[O:25]. (3) Given the reactants [CH:1]1[CH:6]=[CH:5][CH:4]=[C:3]2[N:7]=[C:8]3[CH:20]=[C:19]4[C:11](=[N:12][C:13]5[C:18]4=[CH:17][CH:16]=[CH:15][CH:14]=5)[CH:10]=[C:9]3[C:2]=12.I[C:22]1[CH:27]=[CH:26][CH:25]=[CH:24][CH:23]=1.C[C:29]([CH3:32])([O-])[CH3:30].[Na+].[C:34](P(C(C)(C)C)C(C)(C)C)(C)([CH3:36])[CH3:35], predict the reaction product. The product is: [C:22]1([N:7]2[C:8]3[C:9](=[CH:10][C:11]4[N:12]([C:30]5[CH:29]=[CH:32][CH:36]=[CH:34][CH:35]=5)[C:13]5[C:18]([C:19]=4[CH:20]=3)=[CH:17][CH:16]=[CH:15][CH:14]=5)[C:2]3[C:3]2=[CH:4][CH:5]=[CH:6][CH:1]=3)[CH:27]=[CH:26][CH:25]=[CH:24][CH:23]=1. (4) Given the reactants [Cl:1][C:2]1[C:7]([Cl:8])=[CH:6][CH:5]=[CH:4][C:3]=1[S:9]([N:12]([C:21]1[C:26]([O:27][CH3:28])=[N:25][C:24](Cl)=[CH:23][N:22]=1)[CH2:13][O:14][CH2:15][CH2:16][Si:17]([CH3:20])([CH3:19])[CH3:18])(=[O:11])=[O:10].[CH3:30][Si:31]([CH2:34][SH:35])([CH3:33])[CH3:32].C(=O)([O-])[O-].[Cs+].[Cs+], predict the reaction product. The product is: [Cl:1][C:2]1[C:7]([Cl:8])=[CH:6][CH:5]=[CH:4][C:3]=1[S:9]([N:12]([C:21]1[C:26]([O:27][CH3:28])=[N:25][C:24]([S:35][CH2:34][Si:31]([CH3:33])([CH3:32])[CH3:30])=[CH:23][N:22]=1)[CH2:13][O:14][CH2:15][CH2:16][Si:17]([CH3:20])([CH3:19])[CH3:18])(=[O:11])=[O:10]. (5) Given the reactants [N+:1]([C:4]1[C:5]([C:9]([O:11][CH2:12][CH3:13])=[O:10])=[N:6][NH:7][CH:8]=1)([O-:3])=[O:2].Cl[CH2:15][C:16]([NH:18][C:19]1[CH:24]=[CH:23][CH:22]=[C:21]([F:25])[CH:20]=1)=[O:17].C(=O)([O-])[O-].[K+].[K+], predict the reaction product. The product is: [F:25][C:21]1[CH:20]=[C:19]([NH:18][C:16](=[O:17])[CH2:15][N:7]2[CH:8]=[C:4]([N+:1]([O-:3])=[O:2])[C:5]([C:9]([O:11][CH2:12][CH3:13])=[O:10])=[N:6]2)[CH:24]=[CH:23][CH:22]=1. (6) Given the reactants [CH3:1][C:2]1[CH:7]=[C:6]([O:8][CH2:9][CH2:10][CH2:11][S:12]([CH3:15])(=[O:14])=[O:13])[CH:5]=[C:4]([CH3:16])[C:3]=1[C:17]1[CH:22]=[CH:21][CH:20]=[C:19]([CH2:23][O:24][C:25]2[N:30]=[CH:29][C:28]3[C@@H:31]4[C@@H:34]([C:35]([O:37]CC)=[O:36])[C@@H:32]4[CH2:33][C:27]=3[CH:26]=2)[CH:18]=1.[OH-].[Li+], predict the reaction product. The product is: [CH3:16][C:4]1[CH:5]=[C:6]([O:8][CH2:9][CH2:10][CH2:11][S:12]([CH3:15])(=[O:13])=[O:14])[CH:7]=[C:2]([CH3:1])[C:3]=1[C:17]1[CH:22]=[CH:21][CH:20]=[C:19]([CH2:23][O:24][C:25]2[N:30]=[CH:29][C:28]3[C@H:31]4[C@H:34]([C:35]([OH:37])=[O:36])[C@H:32]4[CH2:33][C:27]=3[CH:26]=2)[CH:18]=1. (7) Given the reactants C1(C(C2C=CC=CC=2)[N:8]2[CH2:11][CH:10]([N:12]3[CH2:17][CH2:16][O:15][CH2:14][C@H:13]3[CH2:18][CH2:19][OH:20])[CH2:9]2)C=CC=CC=1.C(O)(=O)C, predict the reaction product. The product is: [NH:8]1[CH2:9][CH:10]([N:12]2[CH2:17][CH2:16][O:15][CH2:14][C@H:13]2[CH2:18][CH2:19][OH:20])[CH2:11]1. (8) The product is: [C:51]([O:50][C:49](=[O:55])[NH:48][C@@H:41]1[CH2:42][CH2:43][CH2:44][C:45]([F:47])([F:46])[C@@H:40]1[NH:39][C:9]([C:4]1[S:5][C:6]([CH2:7][CH3:8])=[C:2]([Br:1])[CH:3]=1)=[O:11])([CH3:54])([CH3:52])[CH3:53]. Given the reactants [Br:1][C:2]1[CH:3]=[C:4]([C:9]([OH:11])=O)[S:5][C:6]=1[CH2:7][CH3:8].F[P-](F)(F)(F)(F)F.N1(O[P+](N(C)C)(N(C)C)N(C)C)C2C=CC=CC=2N=N1.[NH2:39][C@H:40]1[C:45]([F:47])([F:46])[CH2:44][CH2:43][CH2:42][C@H:41]1[NH:48][C:49](=[O:55])[O:50][C:51]([CH3:54])([CH3:53])[CH3:52].C(N(C(C)C)CC)(C)C, predict the reaction product.